Task: Predict the reactants needed to synthesize the given product.. Dataset: Full USPTO retrosynthesis dataset with 1.9M reactions from patents (1976-2016) (1) Given the product [CH2:18]([O:17][C:14]1[CH:15]=[C:16]2[C:11]([CH:10]=[CH:9][N:8]=[C:7]2[NH:33][CH:27]2[CH2:32][CH2:31][CH2:30][CH2:29][CH2:28]2)=[CH:12][N:13]=1)[C:19]1[CH:24]=[CH:23][CH:22]=[CH:21][CH:20]=1, predict the reactants needed to synthesize it. The reactants are: FC(F)(F)S(O[C:7]1[C:16]2[C:11](=[CH:12][N:13]=[C:14]([O:17][CH2:18][C:19]3[CH:24]=[CH:23][CH:22]=[CH:21][CH:20]=3)[CH:15]=2)[CH:10]=[CH:9][N:8]=1)(=O)=O.[CH:27]1([NH2:33])[CH2:32][CH2:31][CH2:30][CH2:29][CH2:28]1. (2) Given the product [CH2:1]([O:8][C:9]1[CH:18]=[C:17]2[C:12]([C:13]([NH:44][C:41]3[CH:40]=[C:39]([CH3:38])[NH:43][N:42]=3)=[N:14][C:15]([C:19]([C:21]3[CH:26]=[CH:25][C:24]([F:27])=[CH:23][CH:22]=3)=[O:20])=[N:16]2)=[CH:11][CH:10]=1)[C:2]1[CH:7]=[CH:6][CH:5]=[CH:4][CH:3]=1, predict the reactants needed to synthesize it. The reactants are: [CH2:1]([O:8][C:9]1[CH:18]=[C:17]2[C:12]([C:13](Cl)=[N:14][C:15]([C:19]([C:21]3[CH:26]=[CH:25][C:24]([F:27])=[CH:23][CH:22]=3)=[O:20])=[N:16]2)=[CH:11][CH:10]=1)[C:2]1[CH:7]=[CH:6][CH:5]=[CH:4][CH:3]=1.CCN(C(C)C)C(C)C.[CH3:38][C:39]1[NH:43][N:42]=[C:41]([NH2:44])[CH:40]=1. (3) Given the product [Br:1][C:2]1[CH:7]=[C:6]([F:8])[CH:5]=[CH:4][C:3]=1[CH:9]1[C:14]([C:15]([O:17][CH2:18][CH3:19])=[O:16])=[C:13]([CH2:20][Br:38])[NH:12][C:11]([C:21]2[S:22][CH:23]=[C:24]([CH2:26][C:27]([O:29][CH3:30])=[O:28])[N:25]=2)=[N:10]1, predict the reactants needed to synthesize it. The reactants are: [Br:1][C:2]1[CH:7]=[C:6]([F:8])[CH:5]=[CH:4][C:3]=1[CH:9]1[C:14]([C:15]([O:17][CH2:18][CH3:19])=[O:16])=[C:13]([CH3:20])[NH:12][C:11]([C:21]2[S:22][CH:23]=[C:24]([CH2:26][C:27]([O:29][CH3:30])=[O:28])[N:25]=2)=[N:10]1.C1C(=O)N([Br:38])C(=O)C1. (4) Given the product [CH3:6][O:7][C:8]([C:10]1[CH:11]=[C:12]2[C:16](=[CH:17][CH:18]=1)[NH:15][CH:14]=[C:13]2[C:25](=[O:26])[CH2:24][CH2:23][C:22]([O:21][CH3:20])=[O:28])=[O:9], predict the reactants needed to synthesize it. The reactants are: C([Li])CCC.[CH3:6][O:7][C:8]([C:10]1[CH:11]=[C:12]2[C:16](=[CH:17][CH:18]=1)[NH:15][CH:14]=[CH:13]2)=[O:9].[Cl-].[CH3:20][O:21][C:22](=[O:28])[CH2:23][CH2:24][C:25](O)=[O:26].[Cl-].[Al+3].[Cl-].[Cl-].[Na+].[Cl-]. (5) Given the product [CH3:31][C:30]([O:29][C:27]([N:19]1[C@@H:15]([C:12]2[CH:11]=[CH:10][C:9]([O:8][CH2:7][C:1]3[CH:2]=[CH:3][CH:4]=[CH:5][CH:6]=3)=[CH:14][CH:13]=2)[CH2:16][CH2:17][C@H:18]1[C:20]([OH:22])=[O:21])=[O:26])([CH3:33])[CH3:32], predict the reactants needed to synthesize it. The reactants are: [C:1]1([CH2:7][O:8][C:9]2[CH:14]=[CH:13][C:12]([C@@H:15]3[NH:19][C@H:18]([C:20]([O:22]C)=[O:21])[CH2:17][CH2:16]3)=[CH:11][CH:10]=2)[CH:6]=[CH:5][CH:4]=[CH:3][CH:2]=1.CO.[O:26](C(OC(C)(C)C)=O)[C:27]([O:29][C:30]([CH3:33])([CH3:32])[CH3:31])=O. (6) The reactants are: [CH3:1][N:2]1[C:6]2[CH:7]=[CH:8][C:9]([C:11](O)=[O:12])=[CH:10][C:5]=2[N:4]=[C:3]1[NH:14][C:15]1[S:16][C:17]2[CH:23]=[C:22]([O:24][C:25]([F:28])([F:27])[F:26])[CH:21]=[CH:20][C:18]=2[N:19]=1.[NH2:29][CH2:30][C@@H:31]([OH:33])[CH3:32].CN(C(ON1N=NC2C=CC=CC1=2)=[N+](C)C)C.F[P-](F)(F)(F)(F)F.CCN(C(C)C)C(C)C. Given the product [OH:33][C@@H:31]([CH3:32])[CH2:30][NH:29][C:11]([C:9]1[CH:8]=[CH:7][C:6]2[N:2]([CH3:1])[C:3]([NH:14][C:15]3[S:16][C:17]4[CH:23]=[C:22]([O:24][C:25]([F:27])([F:26])[F:28])[CH:21]=[CH:20][C:18]=4[N:19]=3)=[N:4][C:5]=2[CH:10]=1)=[O:12], predict the reactants needed to synthesize it.